This data is from Catalyst prediction with 721,799 reactions and 888 catalyst types from USPTO. The task is: Predict which catalyst facilitates the given reaction. (1) Reactant: [Cl:1][C:2]1[CH:7]=[CH:6][C:5]([CH:8]2[CH2:13][CH2:12][CH2:11][N:10]([C:14]([C:16]3[CH:21]=[CH:20][N:19]=[C:18](F)[CH:17]=3)=[O:15])[CH2:9]2)=[CH:4][CH:3]=1.[CH3:23][CH:24]([NH2:26])[CH3:25].C(N(CC)CC)C. Product: [Cl:1][C:2]1[CH:7]=[CH:6][C:5]([CH:8]2[CH2:13][CH2:12][CH2:11][N:10]([C:14]([C:16]3[CH:21]=[CH:20][N:19]=[C:18]([NH:26][CH:24]([CH3:25])[CH3:23])[CH:17]=3)=[O:15])[CH2:9]2)=[CH:4][CH:3]=1. The catalyst class is: 41. (2) Reactant: [CH3:1][O:2][C:3]1[CH:4]=[C:5]2[CH2:14][CH:13]([CH2:15][CH:16]3[CH2:21][CH2:20][N:19]([CH2:22][C:23]4[CH:24]=[CH:25][CH:26]=[CH:27][CH:28]=4)[CH2:18][CH2:17]3)[C:11](=[O:12])[C:6]2=[CH:7][C:8]=1[O:9][CH3:10].[C:29]([OH:36])(=[O:35])[CH2:30][CH2:31][C:32]([OH:34])=[O:33]. Product: [CH3:1][O:2][C:3]1[CH:4]=[C:5]2[CH2:14][CH:13]([CH2:15][CH:16]3[CH2:17][CH2:18][N:19]([CH2:22][C:23]4[CH:28]=[CH:27][CH:26]=[CH:25][CH:24]=4)[CH2:20][CH2:21]3)[C:11](=[O:12])[C:6]2=[CH:7][C:8]=1[O:9][CH3:10].[C:29]([O-:36])(=[O:35])[CH2:30][CH2:31][C:32]([O-:34])=[O:33]. The catalyst class is: 8. (3) Reactant: [Cl:1][C:2]1[CH:3]=[C:4]([C@H:9]([CH2:12][CH2:13][OH:14])[CH2:10][NH2:11])[CH:5]=[CH:6][C:7]=1[Cl:8].[OH-].[Na+].[C:17]([C:19]1[C:20]([O:32][CH3:33])=[C:21]([C:29](Cl)=[O:30])[C:22]2[C:27]([CH:28]=1)=[CH:26][CH:25]=[CH:24][CH:23]=2)#[N:18]. Product: [Cl:1][C:2]1[CH:3]=[C:4]([C@H:9]([CH2:12][CH2:13][OH:14])[CH2:10][NH:11][C:29]([C:21]2[C:22]3[C:27](=[CH:26][CH:25]=[CH:24][CH:23]=3)[CH:28]=[C:19]([C:17]#[N:18])[C:20]=2[O:32][CH3:33])=[O:30])[CH:5]=[CH:6][C:7]=1[Cl:8]. The catalyst class is: 2.